This data is from Reaction yield outcomes from USPTO patents with 853,638 reactions. The task is: Predict the reaction yield, written as a fraction of the theoretical maximum amount of product (1.0 means a 100% yield; for example, 0.34 means a 34% yield). (1) The reactants are [C:1]([CH:3]([CH:7]1[C:11]([Cl:12])=[C:10](Cl)C(=O)O1)[C:4]([NH2:6])=[O:5])#[N:2].Cl.[NH2:16][CH2:17][C:18]1[CH:23]=[C:22]([Cl:24])[CH:21]=[CH:20][C:19]=1[NH:25][C:26](=[O:29])[O:27]C.[C:30](=O)([O-])[O-].[K+].[K+].[OH-].[Na+]. The catalyst is C(O)C. The product is [ClH:12].[CH3:30][N:25]([C:19]1[CH:20]=[CH:21][C:22]([Cl:24])=[CH:23][C:18]=1[CH2:17][N:16]1[CH:10]=[C:11]([Cl:12])[CH:7]=[C:3]([C:4](=[O:5])[NH2:6])[C:1]1=[NH:2])[C:26](=[O:29])[OH:27]. The yield is 0.420. (2) The reactants are [H-].[Na+].[CH3:3][O:4][C:5](=[O:30])[C:6]1[CH:28]=[CH:27][C:26]([OH:29])=[C:8]([C:9]([NH:11][C:12]2[CH:17]=[C:16]([C:18]([F:21])([F:20])[F:19])[CH:15]=[C:14]([C:22]([F:25])([F:24])[F:23])[CH:13]=2)=[O:10])[CH:7]=1.[CH2:31](Br)[C:32]1[CH:37]=[CH:36][CH:35]=[CH:34][CH:33]=1.O. The catalyst is CCCCCC.CN(C)C=O. The product is [CH3:3][O:4][C:5](=[O:30])[C:6]1[CH:28]=[CH:27][C:26]([O:29][CH2:31][C:32]2[CH:37]=[CH:36][CH:35]=[CH:34][CH:33]=2)=[C:8]([C:9]([NH:11][C:12]2[CH:17]=[C:16]([C:18]([F:21])([F:19])[F:20])[CH:15]=[C:14]([C:22]([F:23])([F:24])[F:25])[CH:13]=2)=[O:10])[CH:7]=1. The yield is 0.541. (3) The reactants are [OH:1][C:2]1[CH:7]=[CH:6][CH:5]=[CH:4][C:3]=1[S:8][CH3:9].F[C:11]1[CH:16]=[CH:15][CH:14]=[CH:13][C:12]=1[N+:17]([O-:19])=[O:18].[CH3:20][S:21][C:22]1[CH:35]=[CH:34][CH:33]=[CH:32][C:23]=1[O:24][C:25]1[CH:31]=[CH:30][CH:29]=[CH:28][C:26]=1[NH2:27].[NH2:36][C:37]1[S:38][CH:39]=[CH:40][N:41]=1. No catalyst specified. The product is [CH3:9][S:8][C:3]1[CH:4]=[CH:5][CH:6]=[CH:7][C:2]=1[O:1][C:11]1[CH:16]=[CH:15][CH:14]=[CH:13][C:12]=1[N+:17]([O-:19])=[O:18].[CH3:20][S:21][C:22]1[CH:35]=[CH:34][CH:33]=[CH:32][C:23]=1[O:24][C:25]1[CH:31]=[CH:30][CH:29]=[CH:28][C:26]=1[NH:27][C:2]([NH:36][C:37]1[S:38][CH:39]=[CH:40][N:41]=1)=[O:1]. The yield is 0.680.